From a dataset of Full USPTO retrosynthesis dataset with 1.9M reactions from patents (1976-2016). Predict the reactants needed to synthesize the given product. (1) Given the product [O:4]1[CH:8]=[CH:7][CH:6]=[C:5]1[C:9]1[O:10][C:11]([CH3:38])=[C:12]([CH2:14][O:15][C:16]2[CH:17]=[CH:18][C:19]([CH2:20][O:21]/[N:22]=[C:23](/[C:30]3[CH:35]=[CH:34][CH:33]=[CH:32][CH:31]=3)\[CH2:24][CH2:25][C:26]([OH:28])=[O:27])=[CH:36][CH:37]=2)[N:13]=1, predict the reactants needed to synthesize it. The reactants are: O.[OH-].[Li+].[O:4]1[CH:8]=[CH:7][CH:6]=[C:5]1[C:9]1[O:10][C:11]([CH3:38])=[C:12]([CH2:14][O:15][C:16]2[CH:37]=[CH:36][C:19]([CH2:20][O:21]/[N:22]=[C:23](/[C:30]3[CH:35]=[CH:34][CH:33]=[CH:32][CH:31]=3)\[CH2:24][CH2:25][C:26]([O:28]C)=[O:27])=[CH:18][CH:17]=2)[N:13]=1.O.Cl. (2) Given the product [CH3:1][N:2]1[CH:10]=[C:9]2[C:4]([C:5]([CH2:12][NH2:13])=[C:6]([CH3:11])[CH:7]=[CH:8]2)=[N:3]1, predict the reactants needed to synthesize it. The reactants are: [CH3:1][N:2]1[CH:10]=[C:9]2[C:4]([C:5]([C:12]#[N:13])=[C:6]([CH3:11])[CH:7]=[CH:8]2)=[N:3]1. (3) Given the product [F:1][C:2]1[C:3]([C:22]2[S:26][C:25]([C:27]3([OH:31])[CH2:30][CH2:29][CH2:28]3)=[N:24][CH:23]=2)=[C:4]2[CH:10]=[C:9]([C:36]3[CH:37]=[C:38]([O:42][CH3:43])[C:39]([O:40][CH3:41])=[C:34]([O:33][CH3:32])[CH:35]=3)[N:8]([S:12]([C:15]3[CH:21]=[CH:20][C:18]([CH3:19])=[CH:17][CH:16]=3)(=[O:14])=[O:13])[C:5]2=[N:6][CH:7]=1, predict the reactants needed to synthesize it. The reactants are: [F:1][C:2]1[C:3]([C:22]2[S:26][C:25]([C:27]3([OH:31])[CH2:30][CH2:29][CH2:28]3)=[N:24][CH:23]=2)=[C:4]2[CH:10]=[C:9](I)[N:8]([S:12]([C:15]3[CH:21]=[CH:20][C:18]([CH3:19])=[CH:17][CH:16]=3)(=[O:14])=[O:13])[C:5]2=[N:6][CH:7]=1.[CH3:32][O:33][C:34]1[CH:35]=[C:36](B(O)O)[CH:37]=[C:38]([O:42][CH3:43])[C:39]=1[O:40][CH3:41].C(=O)(O)[O-]. (4) Given the product [CH3:1][N:2]1[CH2:3][CH2:4][N:5]([C:8]2[C:9](=[CH:27][CH2:26][CH3:28])[C:10]([N:19]3[CH2:20][CH2:21][N:22]([CH3:25])[CH2:23][CH2:24]3)=[N:11][C:12]3[CH:18]=[CH:17][CH:16]=[CH:15][C:13]=3[N:14]=2)[CH2:6][CH2:7]1, predict the reactants needed to synthesize it. The reactants are: [CH3:1][N:2]1[CH2:7][CH2:6][N:5]([C:8]2[CH2:9][C:10]([N:19]3[CH2:24][CH2:23][N:22]([CH3:25])[CH2:21][CH2:20]3)=[N:11][C:12]3[CH:18]=[CH:17][CH:16]=[CH:15][C:13]=3[N:14]=2)[CH2:4][CH2:3]1.[CH:26]([N-]C(C)C)([CH3:28])[CH3:27].[Li+].C(=O)CC.C(N(CC)CC)C.[OH-].[Na+].Cl.